The task is: Predict the reactants needed to synthesize the given product.. This data is from Full USPTO retrosynthesis dataset with 1.9M reactions from patents (1976-2016). Given the product [C:57]([O:37][C:35]([NH:54][C:12]1[N:13]=[CH:14][C:9]([O:8][C:7]2[CH:22]=[C:23]([CH:24]=[C:5]([O:4][CH:1]([CH3:2])[CH3:3])[CH:6]=2)[C:25]([O:27][CH3:28])=[O:26])=[CH:10][CH:11]=1)=[O:36])([CH3:60])([CH3:59])[CH3:58], predict the reactants needed to synthesize it. The reactants are: [CH:1]([O:4][C:5]1[CH:6]=[C:7]([CH:22]=[C:23]([C:25]([O:27][CH3:28])=[O:26])[CH:24]=1)[O:8][C:9]1[CH:10]=[CH:11][C:12](C(OC(C)(C)C)=O)=[N:13][CH:14]=1)([CH3:3])[CH3:2].C(Cl)(Cl)Cl.FC(F)(F)[C:35]([OH:37])=[O:36].C1(P([N:54]=[N+]=[N-])(C2C=CC=CC=2)=O)C=CC=CC=1.[C:57](O)([CH3:60])([CH3:59])[CH3:58].